Dataset: Peptide-MHC class I binding affinity with 185,985 pairs from IEDB/IMGT. Task: Regression. Given a peptide amino acid sequence and an MHC pseudo amino acid sequence, predict their binding affinity value. This is MHC class I binding data. (1) The peptide sequence is KFTTSLSLHK. The MHC is HLA-A11:01 with pseudo-sequence HLA-A11:01. The binding affinity (normalized) is 0.546. (2) The peptide sequence is SPRSRNRSF. The MHC is HLA-A11:01 with pseudo-sequence HLA-A11:01. The binding affinity (normalized) is 0.0847. (3) The peptide sequence is SYMDDVVL. The MHC is HLA-A24:02 with pseudo-sequence HLA-A24:02. The binding affinity (normalized) is 0. (4) The peptide sequence is YWAVVPLVY. The MHC is HLA-B57:01 with pseudo-sequence HLA-B57:01. The binding affinity (normalized) is 0.0981. (5) The peptide sequence is TVTGGIFLF. The MHC is HLA-A26:01 with pseudo-sequence HLA-A26:01. The binding affinity (normalized) is 0.378. (6) The peptide sequence is DRNTANQK. The MHC is HLA-B27:05 with pseudo-sequence HLA-B27:05. The binding affinity (normalized) is 0.0281. (7) The binding affinity (normalized) is 0.152. The MHC is BoLA-T2b with pseudo-sequence BoLA-T2b. The peptide sequence is QLKSRAAVL.